The task is: Predict the product of the given reaction.. This data is from Forward reaction prediction with 1.9M reactions from USPTO patents (1976-2016). Given the reactants [CH3:1][O:2][C:3]1[C:11]2[O:10][C:9]([CH3:13])([CH3:12])[CH2:8][C:7]=2[C:6]([CH3:14])=[C:5]([N:15]2[CH2:20][CH2:19][NH:18][CH2:17][CH2:16]2)[C:4]=1[CH3:21].Br[C:23]1[CH:33]=[CH:32][C:26]2[O:27][C:28]([F:31])([F:30])[O:29][C:25]=2[CH:24]=1, predict the reaction product. The product is: [F:31][C:28]1([F:30])[O:27][C:26]2[CH:32]=[CH:33][C:23]([N:18]3[CH2:19][CH2:20][N:15]([C:5]4[C:4]([CH3:21])=[C:3]([O:2][CH3:1])[C:11]5[O:10][C:9]([CH3:13])([CH3:12])[CH2:8][C:7]=5[C:6]=4[CH3:14])[CH2:16][CH2:17]3)=[CH:24][C:25]=2[O:29]1.